This data is from Full USPTO retrosynthesis dataset with 1.9M reactions from patents (1976-2016). The task is: Predict the reactants needed to synthesize the given product. (1) Given the product [Cl:22][C:19]1[CH:18]=[CH:17][C:16]([O:15][CH:13]2[CH2:14][N:11]([CH2:10][CH2:9][C@H:8]([NH2:7])[CH2:23][O:24][CH3:25])[CH2:12]2)=[CH:21][CH:20]=1, predict the reactants needed to synthesize it. The reactants are: C(OC(=O)[NH:7][C@H:8]([CH2:23][O:24][CH3:25])[CH2:9][CH2:10][N:11]1[CH2:14][CH:13]([O:15][C:16]2[CH:21]=[CH:20][C:19]([Cl:22])=[CH:18][CH:17]=2)[CH2:12]1)(C)(C)C.FC(F)(F)C(O)=O. (2) Given the product [ClH:29].[Br:26][C:23]1[CH:24]=[CH:25][C:20]2[N:19]=[N:18][N:17]([CH2:16][C:13]3[CH:14]=[CH:15][C:10]4[N:11]([CH:27]=[C:8]([NH2:7])[N:9]=4)[N:12]=3)[C:21]=2[CH:22]=1, predict the reactants needed to synthesize it. The reactants are: C(OC(=O)[NH:7][C:8]1[N:9]=[C:10]2[CH:15]=[CH:14][C:13]([CH2:16][N:17]3[C:21]4[CH:22]=[C:23]([Br:26])[CH:24]=[CH:25][C:20]=4[N:19]=[N:18]3)=[N:12][N:11]2[CH:27]=1)(C)(C)C.[ClH:29].O1CCOCC1. (3) Given the product [CH3:1][O:2][C:3](=[O:28])[C:4]1[CH:9]=[CH:8][C:7](/[CH:10]=[CH:11]/[C:12]2[C:21]([CH2:22][S:39][CH2:35][CH2:36][CH2:37][CH3:38])=[CH:20][C:19]3[C:18]([CH3:25])([CH3:24])[CH2:17][CH2:16][C:15]([CH3:27])([CH3:26])[C:14]=3[CH:13]=2)=[CH:6][CH:5]=1, predict the reactants needed to synthesize it. The reactants are: [CH3:1][O:2][C:3](=[O:28])[C:4]1[CH:9]=[CH:8][C:7](/[CH:10]=[CH:11]/[C:12]2[C:21]([CH2:22]Br)=[CH:20][C:19]3[C:18]([CH3:25])([CH3:24])[CH2:17][CH2:16][C:15]([CH3:27])([CH3:26])[C:14]=3[CH:13]=2)=[CH:6][CH:5]=1.C(=O)([O-])[O-].[K+].[K+].[CH2:35]([SH:39])[CH2:36][CH2:37][CH3:38]. (4) Given the product [CH3:21][O:22][C:23]1[CH:31]=[CH:30][C:29]2[CH:28]([CH3:27])[CH:5]3[CH2:6][NH:2][CH2:3][CH:4]3[C:25]=2[CH:24]=1, predict the reactants needed to synthesize it. The reactants are: Br[N:2]1[C:6](=O)[CH2:5][CH2:4][C:3]1=O.N(C(C)(C)C#N)=NC(C)(C)C#N.[CH3:21][O:22][C:23]1[CH:24]=[C:25]2[C:29](=[CH:30][CH:31]=1)[C:28](=O)[CH2:27]C2.